From a dataset of P-glycoprotein inhibition data for predicting drug efflux from Broccatelli et al.. Regression/Classification. Given a drug SMILES string, predict its absorption, distribution, metabolism, or excretion properties. Task type varies by dataset: regression for continuous measurements (e.g., permeability, clearance, half-life) or binary classification for categorical outcomes (e.g., BBB penetration, CYP inhibition). Dataset: pgp_broccatelli. The result is 0 (non-inhibitor). The compound is c1nc(N2CCOCC2)c2ncnc(N3CCOCC3)c2n1.